Task: Binary Classification. Given a drug SMILES string, predict its activity (active/inactive) in a high-throughput screening assay against a specified biological target.. Dataset: HIV replication inhibition screening data with 41,000+ compounds from the AIDS Antiviral Screen (1) The drug is O=C1c2ccccc2OC(Cl)(c2ccccc2)C1Cl. The result is 0 (inactive). (2) The drug is C[Si]1(C)C(c2ccccc2)=CC2C(c3ccccc3)(c3ccccc3)OC21c1ccccc1. The result is 0 (inactive). (3) The molecule is COc1cc(Br)c(C=Nc2cccc3ccc(OS(=O)(=O)c4ccc([N+](=O)[O-])cc4)cc23)cc1OC. The result is 0 (inactive).